This data is from Reaction yield outcomes from USPTO patents with 853,638 reactions. The task is: Predict the reaction yield, written as a fraction of the theoretical maximum amount of product (1.0 means a 100% yield; for example, 0.34 means a 34% yield). (1) The reactants are [CH3:1][N:2]([CH3:33])[CH2:3][CH2:4][O:5][C:6]1[CH:11]=[CH:10][C:9]([CH2:12][CH2:13][CH2:14][N:15]([C:22]2[CH:27]=[C:26]([CH3:28])[C:25]([CH3:29])=[CH:24][C:23]=2[N+:30]([O-:32])=[O:31])C(=O)C(F)(F)F)=[CH:8][CH:7]=1.C([O-])([O-])=O.[K+].[K+]. The catalyst is CO. The product is [CH3:33][N:2]([CH3:1])[CH2:3][CH2:4][O:5][C:6]1[CH:11]=[CH:10][C:9]([CH2:12][CH2:13][CH2:14][NH:15][C:22]2[CH:27]=[C:26]([CH3:28])[C:25]([CH3:29])=[CH:24][C:23]=2[N+:30]([O-:32])=[O:31])=[CH:8][CH:7]=1. The yield is 0.380. (2) The reactants are [N:1]1([C:10]2[N:14]([CH3:15])[N:13]=[C:12]([CH3:16])[C:11]=2/[CH:17]=[CH:18]/[C:19]([NH:21][S:22]([CH2:25][CH2:26][CH2:27][CH2:28][CH3:29])(=[O:24])=[O:23])=[O:20])[C:9]2[C:4](=[CH:5][CH:6]=[CH:7][CH:8]=2)[CH:3]=[CH:2]1.[H][H]. The catalyst is O1CCCC1.CO.[C].[Pd]. The product is [N:1]1([C:10]2[N:14]([CH3:15])[N:13]=[C:12]([CH3:16])[C:11]=2[CH2:17][CH2:18][C:19]([NH:21][S:22]([CH2:25][CH2:26][CH2:27][CH2:28][CH3:29])(=[O:24])=[O:23])=[O:20])[C:9]2[C:4](=[CH:5][CH:6]=[CH:7][CH:8]=2)[CH:3]=[CH:2]1. The yield is 0.740. (3) The reactants are [N:1]1[CH:6]=[CH:5][CH:4]=[CH:3][C:2]=1[C:7]1[CH:8]=[CH:9][C:10](=O)[NH:11][N:12]=1.C([O-])(O)=O.[Na+].P(Cl)(Cl)([Cl:21])=O. No catalyst specified. The product is [Cl:21][C:10]1[N:11]=[N:12][C:7]([C:2]2[CH:3]=[CH:4][CH:5]=[CH:6][N:1]=2)=[CH:8][CH:9]=1. The yield is 0.950. (4) The reactants are [CH3:1][O:2][C:3]([C:5]1[C:10](Cl)=[C:9]([NH2:12])[C:8]([F:13])=[C:7]([C:14]2[CH:19]=[CH:18][C:17]([Cl:20])=[CH:16][CH:15]=2)[N:6]=1)=[O:4].[CH3:21][Sn](C)(C)C. The catalyst is Cl[Pd](Cl)([P](C1C=CC=CC=1)(C1C=CC=CC=1)C1C=CC=CC=1)[P](C1C=CC=CC=1)(C1C=CC=CC=1)C1C=CC=CC=1. The product is [CH3:1][O:2][C:3]([C:5]1[C:10]([CH3:21])=[C:9]([NH2:12])[C:8]([F:13])=[C:7]([C:14]2[CH:19]=[CH:18][C:17]([Cl:20])=[CH:16][CH:15]=2)[N:6]=1)=[O:4]. The yield is 0.382.